From a dataset of Catalyst prediction with 721,799 reactions and 888 catalyst types from USPTO. Predict which catalyst facilitates the given reaction. (1) Reactant: [C:1]([O:5][C:6]([NH:8][C@H:9]([C:14]([OH:16])=[O:15])[CH2:10][O:11][CH2:12][CH3:13])=[O:7])([CH3:4])([CH3:3])[CH3:2].[C:17](=O)([O-])[O-].[K+].[K+].IC. Product: [C:1]([O:5][C:6]([NH:8][C@H:9]([C:14]([O:16][CH3:17])=[O:15])[CH2:10][O:11][CH2:12][CH3:13])=[O:7])([CH3:2])([CH3:3])[CH3:4]. The catalyst class is: 58. (2) Reactant: [CH2:1]([O:8][C:9]([NH:11][C@H:12]1[CH2:17][CH2:16][C@@H:15]([NH:18]C(=O)OC(C)(C)C)[CH2:14][C@H:13]1[CH2:26][S:27]([CH:30]([CH3:32])[CH3:31])(=[O:29])=[O:28])=[O:10])[C:2]1[CH:7]=[CH:6][CH:5]=[CH:4][CH:3]=1.Cl. Product: [NH2:18][C@@H:15]1[CH2:16][CH2:17][C@H:12]([NH:11][C:9](=[O:10])[O:8][CH2:1][C:2]2[CH:7]=[CH:6][CH:5]=[CH:4][CH:3]=2)[C@H:13]([CH2:26][S:27]([CH:30]([CH3:32])[CH3:31])(=[O:29])=[O:28])[CH2:14]1. The catalyst class is: 684.